Task: Regression. Given a peptide amino acid sequence and an MHC pseudo amino acid sequence, predict their binding affinity value. This is MHC class II binding data.. Dataset: Peptide-MHC class II binding affinity with 134,281 pairs from IEDB (1) The peptide sequence is GECQIVDKIDAAFKI. The MHC is DRB5_0101 with pseudo-sequence DRB5_0101. The binding affinity (normalized) is 0.645. (2) The peptide sequence is RLGKEFIRCLALPFR. The MHC is HLA-DQA10201-DQB10303 with pseudo-sequence HLA-DQA10201-DQB10303. The binding affinity (normalized) is 0. (3) The binding affinity (normalized) is 0.537. The MHC is DRB1_1501 with pseudo-sequence DRB1_1501. The peptide sequence is GMLQIVDKIDAAFKI. (4) The peptide sequence is SGSAASMVNGVIKIL. The MHC is HLA-DQA10201-DQB10402 with pseudo-sequence HLA-DQA10201-DQB10402. The binding affinity (normalized) is 0.439. (5) The peptide sequence is ENPVVHYFANIVTPR. The MHC is DRB1_1501 with pseudo-sequence DRB1_1501. The binding affinity (normalized) is 0.733. (6) The peptide sequence is APCRIPVIVADDLTA. The MHC is HLA-DQA10102-DQB10501 with pseudo-sequence HLA-DQA10102-DQB10501. The binding affinity (normalized) is 0.486. (7) The peptide sequence is PQQPFPQQPQQPYPQ. The MHC is HLA-DQA10301-DQB10302 with pseudo-sequence HLA-DQA10301-DQB10302. The binding affinity (normalized) is 0.0336. (8) The peptide sequence is LCHLITKETPDRLTD. The MHC is DRB1_1302 with pseudo-sequence DRB1_1302. The binding affinity (normalized) is 0.263.